Dataset: Catalyst prediction with 721,799 reactions and 888 catalyst types from USPTO. Task: Predict which catalyst facilitates the given reaction. (1) Reactant: [O:1]1[C:5]2[CH:6]=[CH:7][C:8]([C:10]3([C:13]([OH:15])=O)[CH2:12][CH2:11]3)=[CH:9][C:4]=2[O:3][CH2:2]1.S(Cl)(Cl)=O.[Br:20][C:21]1[CH:22]=[C:23]([NH2:28])[CH:24]=[N:25][C:26]=1[CH3:27].C(N(CC)CC)C. Product: [O:1]1[C:5]2[CH:6]=[CH:7][C:8]([C:10]3([C:13]([NH:28][C:23]4[CH:24]=[N:25][C:26]([CH3:27])=[C:21]([Br:20])[CH:22]=4)=[O:15])[CH2:11][CH2:12]3)=[CH:9][C:4]=2[O:3][CH2:2]1. The catalyst class is: 120. (2) Reactant: C(O[CH:6]([N:10]([CH3:12])[CH3:11])N(C)C)(C)(C)C.[Br:13][C:14]1[CH:19]=[CH:18][C:17]([C:20](=[O:22])[CH3:21])=[C:16]([OH:23])[CH:15]=1. Product: [Br:13][C:14]1[CH:19]=[CH:18][C:17]([C:20](=[O:22])/[CH:21]=[CH:6]/[N:10]([CH3:11])[CH3:12])=[C:16]([OH:23])[CH:15]=1. The catalyst class is: 11.